From a dataset of Full USPTO retrosynthesis dataset with 1.9M reactions from patents (1976-2016). Predict the reactants needed to synthesize the given product. (1) Given the product [CH3:12][N:13]([C:23]1[CH:24]=[CH:25][C:26]([NH:29][C:30]([NH:32][C:33]2[CH:38]=[CH:37][CH:36]=[CH:35][CH:34]=2)=[O:31])=[CH:27][CH:28]=1)[S:14]([C:17]1[S:18][C:19]([C:8]2[C:3]([O:2][CH3:1])=[N:4][CH:5]=[CH:6][CH:7]=2)=[CH:20][CH:21]=1)(=[O:16])=[O:15], predict the reactants needed to synthesize it. The reactants are: [CH3:1][O:2][C:3]1[C:8](B(O)O)=[CH:7][CH:6]=[CH:5][N:4]=1.[CH3:12][N:13]([C:23]1[CH:28]=[CH:27][C:26]([NH:29][C:30]([NH:32][C:33]2[CH:38]=[CH:37][CH:36]=[CH:35][CH:34]=2)=[O:31])=[CH:25][CH:24]=1)[S:14]([C:17]1[S:18][C:19](Br)=[CH:20][CH:21]=1)(=[O:16])=[O:15].C([O-])([O-])=O.[Na+].[Na+]. (2) Given the product [CH:1]1([CH:4]([C:11]2[CH:16]=[CH:15][N:14]=[C:13]([O:17][CH2:18][C:19]3[CH:24]=[CH:23][C:22]([C:25]4[CH:30]=[C:29]([O:31][CH3:32])[CH:28]=[CH:27][C:26]=4[F:33])=[C:21]([CH2:34][C:35]([CH3:38])([CH3:37])[CH3:36])[N:20]=3)[CH:12]=2)[CH2:5][C:6]([OH:8])=[O:7])[CH2:2][CH2:3]1, predict the reactants needed to synthesize it. The reactants are: [CH:1]1([CH:4]([C:11]2[CH:16]=[CH:15][N:14]=[C:13]([O:17][CH2:18][C:19]3[CH:24]=[CH:23][C:22]([C:25]4[CH:30]=[C:29]([O:31][CH3:32])[CH:28]=[CH:27][C:26]=4[F:33])=[C:21]([CH2:34][C:35]([CH3:38])([CH3:37])[CH3:36])[N:20]=3)[CH:12]=2)[CH2:5][C:6]([O:8]CC)=[O:7])[CH2:3][CH2:2]1.[OH-].[Na+].Cl.